Predict the product of the given reaction. From a dataset of Forward reaction prediction with 1.9M reactions from USPTO patents (1976-2016). Given the reactants C([C:3]1[CH:4]=[C:5]2[C:9](=[CH:10][CH:11]=1)[N:8]([CH:12]1[CH2:17][CH2:16][CH2:15][CH2:14][O:13]1)[N:7]=[C:6]2[C:18]1[CH:19]=[C:20]([CH:24]=[CH:25][CH:26]=1)[C:21](O)=[O:22])#N.C1C=CC2N(O)N=[N:33][C:31]=2C=1.CCN=C=NCCCN(C)C.[C:48]([NH2:52])([CH3:51])([CH3:50])[CH3:49], predict the reaction product. The product is: [C:48]([NH:52][C:21]([C:20]1[CH:24]=[CH:25][CH:26]=[C:18]([C:6]2[C:5]3[C:9](=[CH:10][CH:11]=[CH:3][CH:4]=3)[N:8]([CH:12]3[CH2:17][CH2:16][CH:15]([C:31]#[N:33])[CH2:14][O:13]3)[N:7]=2)[CH:19]=1)=[O:22])([CH3:51])([CH3:50])[CH3:49].